This data is from Catalyst prediction with 721,799 reactions and 888 catalyst types from USPTO. The task is: Predict which catalyst facilitates the given reaction. Reactant: [CH2:1]([O:3][C:4]1[CH:5]=[C:6]([CH:22]=[CH:23][C:24]=1[O:25][CH2:26][C:27]1[N:28]=[C:29]([C:33]2[O:34][CH:35]=[CH:36][CH:37]=2)[O:30][C:31]=1[CH3:32])[CH2:7][O:8][C:9]1[C:13]([CH:14]=O)=[CH:12][N:11]([C:16]2[CH:21]=[CH:20][CH:19]=[CH:18][CH:17]=2)[N:10]=1)[CH3:2].[CH2:38]([P:47](=[O:54])([O:51][CH2:52][CH3:53])[O:48][CH2:49][CH3:50])P(=O)(OCC)OCC.CN(C)C=O.[H-].[Na+]. Product: [CH2:1]([O:3][C:4]1[CH:5]=[C:6]([CH:22]=[CH:23][C:24]=1[O:25][CH2:26][C:27]1[N:28]=[C:29]([C:33]2[O:34][CH:35]=[CH:36][CH:37]=2)[O:30][C:31]=1[CH3:32])[CH2:7][O:8][C:9]1[C:13](/[CH:14]=[CH:38]/[P:47](=[O:54])([O:48][CH2:49][CH3:50])[O:51][CH2:52][CH3:53])=[CH:12][N:11]([C:16]2[CH:17]=[CH:18][CH:19]=[CH:20][CH:21]=2)[N:10]=1)[CH3:2]. The catalyst class is: 6.